Task: Predict the product of the given reaction.. Dataset: Forward reaction prediction with 1.9M reactions from USPTO patents (1976-2016) (1) Given the reactants [ClH:1].[CH3:2][O:3][C:4]1[CH:5]=[N:6][CH:7]=[C:8]([C:10]([CH2:12][NH:13]C(OC(C)(C)C)=O)=[O:11])[CH:9]=1.[OH-].[Na+], predict the reaction product. The product is: [ClH:1].[CH3:2][O:3][C:4]1[CH:5]=[N:6][CH:7]=[C:8]([C:10]([CH2:12][NH2:13])=[O:11])[CH:9]=1. (2) The product is: [Br:1][C:2]1[CH:7]=[CH:6][C:5]([N:8]2[C:9]3[C:10](=[CH:11][C:12]4[S:16][CH:15]=[N:14][C:13]=4[C:17]=3[F:18])[NH:42][C:45]2=[O:30])=[C:4]([Cl:22])[CH:3]=1. Given the reactants [Br:1][C:2]1[CH:7]=[CH:6][C:5]([NH:8][C:9]2[C:10](C(O)=O)=[CH:11][C:12]3[S:16][CH:15]=[N:14][C:13]=3[C:17]=2[F:18])=[C:4]([Cl:22])[CH:3]=1.C1C=CC(P(N=[N+]=[N-])(C2C=CC=CC=2)=[O:30])=CC=1.C([N:42]([CH2:45]C)CC)C, predict the reaction product. (3) Given the reactants [Cl:1][C:2]1[N:10]=[C:9]2[C:5]([N:6]=[CH:7][N:8]2[C@@H:11]2[CH2:15][C@H:14]([NH:16][C:17](=[O:20])[CH2:18][CH3:19])[C@@H:13]([OH:21])[C@H:12]2[OH:22])=[C:4](Cl)[N:3]=1.[CH3:41][O:40][C:37]1[CH:38]=[CH:39][C:34](N([C:34]2[CH:39]=[CH:38][C:37]([O:40][CH3:41])=[CH:36][CH:35]=2)C)=[CH:35][CH:36]=1.[CH2:42]1[CH2:46][O:45][CH2:44][CH2:43]1, predict the reaction product. The product is: [CH3:44][O:45][C:46]1[CH:42]=[CH:43][C:12]([CH:11]([NH:8][C:4]2[N:3]=[C:2]([Cl:1])[N:10]=[C:9]3[C:5]=2[N:6]=[CH:7][N:8]3[C@@H:11]2[CH2:15][C@H:14]([NH:16][C:17](=[O:20])[CH2:18][CH3:19])[C@@H:13]([OH:21])[C@H:12]2[OH:22])[C:34]2[CH:35]=[CH:36][C:37]([O:40][CH3:41])=[CH:38][CH:39]=2)=[CH:13][CH:14]=1. (4) Given the reactants [CH2:1]([C:5]1[N:6]([CH2:23][CH2:24][CH2:25][CH2:26][NH2:27])[C:7]2[C:12]([CH3:13])=[C:11]([CH3:14])[N:10]=[C:9]([O:15][C:16]3[CH:21]=[CH:20][CH:19]=[CH:18][CH:17]=3)[C:8]=2[N:22]=1)[CH2:2][CH2:3][CH3:4].C(N(CC)CC)C.[CH3:35][N:36]([CH3:56])[CH2:37][CH2:38][O:39][CH:40]([C:50]1[CH:55]=[CH:54][CH:53]=[CH:52][CH:51]=1)[C:41]1[CH:49]=[CH:48][C:44]([C:45](Cl)=[O:46])=[CH:43][CH:42]=1, predict the reaction product. The product is: [CH2:1]([C:5]1[N:6]([CH2:23][CH2:24][CH2:25][CH2:26][NH:27][C:45](=[O:46])[C:44]2[CH:43]=[CH:42][C:41]([CH:40]([O:39][CH2:38][CH2:37][N:36]([CH3:35])[CH3:56])[C:50]3[CH:55]=[CH:54][CH:53]=[CH:52][CH:51]=3)=[CH:49][CH:48]=2)[C:7]2[C:12]([CH3:13])=[C:11]([CH3:14])[N:10]=[C:9]([O:15][C:16]3[CH:17]=[CH:18][CH:19]=[CH:20][CH:21]=3)[C:8]=2[N:22]=1)[CH2:2][CH2:3][CH3:4]. (5) Given the reactants C(N[CH:5]([CH3:7])[CH3:6])(C)C.C([Li])CCC.CCCCCC.[CH2:19]([O:21][C:22]([CH:24]1[CH2:29][CH2:28][CH:27]([O:30][Si:31]([C:44]([CH3:47])([CH3:46])[CH3:45])([C:38]2[CH:43]=[CH:42][CH:41]=[CH:40][CH:39]=2)[C:32]2[CH:37]=[CH:36][CH:35]=[CH:34][CH:33]=2)[CH2:26][CH2:25]1)=[O:23])[CH3:20].C(I)C=C, predict the reaction product. The product is: [CH2:19]([O:21][C:22]([C:24]1([CH2:7][CH:5]=[CH2:6])[CH2:29][CH2:28][CH:27]([O:30][Si:31]([C:44]([CH3:45])([CH3:47])[CH3:46])([C:32]2[CH:33]=[CH:34][CH:35]=[CH:36][CH:37]=2)[C:38]2[CH:43]=[CH:42][CH:41]=[CH:40][CH:39]=2)[CH2:26][CH2:25]1)=[O:23])[CH3:20].